Dataset: Reaction yield outcomes from USPTO patents with 853,638 reactions. Task: Predict the reaction yield, written as a fraction of the theoretical maximum amount of product (1.0 means a 100% yield; for example, 0.34 means a 34% yield). (1) The reactants are Cl[C:2]1[CH:7]=[C:6]([O:8][CH3:9])[CH:5]=[C:4]([Cl:10])[N:3]=1.[NH:11]1[CH2:16][CH2:15][O:14][CH2:13][CH2:12]1. No catalyst specified. The product is [Cl:10][C:4]1[N:3]=[C:2]([N:11]2[CH2:16][CH2:15][O:14][CH2:13][CH2:12]2)[CH:7]=[C:6]([O:8][CH3:9])[CH:5]=1. The yield is 0.430. (2) The reactants are [C:1](Cl)(=[O:8])[C:2]1[CH:7]=[CH:6][CH:5]=[CH:4][CH:3]=1.[CH2:10]([O:17][C:18]1[CH:23]=[C:22]([O:24][CH2:25][C:26]2[CH:31]=[CH:30][CH:29]=[CH:28][CH:27]=2)[CH:21]=[CH:20][C:19]=1[CH:32]1[CH2:37][CH2:36][NH:35][CH2:34][CH2:33]1)[C:11]1[CH:16]=[CH:15][CH:14]=[CH:13][CH:12]=1. The catalyst is O1CCCC1.C(N(CC)C(C)C)(C)C. The product is [CH2:10]([O:17][C:18]1[CH:23]=[C:22]([O:24][CH2:25][C:26]2[CH:27]=[CH:28][CH:29]=[CH:30][CH:31]=2)[CH:21]=[CH:20][C:19]=1[CH:32]1[CH2:37][CH2:36][N:35]([C:1]([C:2]2[CH:7]=[CH:6][CH:5]=[CH:4][CH:3]=2)=[O:8])[CH2:34][CH2:33]1)[C:11]1[CH:12]=[CH:13][CH:14]=[CH:15][CH:16]=1. The yield is 0.800. (3) The yield is 0.840. The reactants are [Br:1][C:2]1[CH:9]=[C:8]([N:10]2[CH2:14][CH2:13][CH2:12][CH2:11]2)[CH:7]=[CH:6][C:3]=1[C:4]#[N:5].P12(SP3(SP(SP(S3)(S1)=S)(=S)S2)=S)=[S:16]. The catalyst is CO. The product is [Br:1][C:2]1[CH:9]=[C:8]([N:10]2[CH2:14][CH2:13][CH2:12][CH2:11]2)[CH:7]=[CH:6][C:3]=1[C:4](=[S:16])[NH2:5]. (4) The reactants are [O:1]1[CH2:6][CH2:5][CH:4]([CH2:7][NH:8][C:9]([C:11]2[C:16]([NH:17][C:18]([C:20]3[C:29]4[C:24](=[CH:25][CH:26]=[CH:27][CH:28]=4)[C:23]([CH3:30])=[CH:22][CH:21]=3)=[O:19])=[CH:15][CH:14]=[C:13]([O:31][CH2:32][CH2:33][OH:34])[N:12]=2)=[O:10])[CH2:3][CH2:2]1.BrN1[C:40](=[O:41])CCC1=O.C(OOC(=O)C1C=CC=CC=1)(=O)C1C=CC=CC=1. The catalyst is C(Cl)(Cl)(Cl)Cl. The product is [O:1]1[CH2:2][CH2:3][CH:4]([CH2:7][NH:8][C:9]([C:11]2[C:16]([NH:17][C:18]([C:20]3[C:29]4[C:24](=[CH:25][CH:26]=[CH:27][CH:28]=4)[C:23]([CH2:30][O:41][CH3:40])=[CH:22][CH:21]=3)=[O:19])=[CH:15][CH:14]=[C:13]([O:31][CH2:32][CH2:33][OH:34])[N:12]=2)=[O:10])[CH2:5][CH2:6]1. The yield is 0.0500. (5) The reactants are C[O:2][C:3]([C:5]1[S:19][C:8]2=[N:9][C:10]([S:13][CH2:14][C:15]([O:17]C)=[O:16])=[CH:11][CH:12]=[C:7]2[C:6]=1[O:20][CH2:21][C:22]([O:24]CC)=[O:23])=[O:4].CO.O.O[Li].O. The catalyst is C1COCC1. The product is [C:22]([CH2:21][O:20][C:6]1[C:7]2[C:8](=[N:9][C:10]([S:13][CH2:14][C:15]([OH:17])=[O:16])=[CH:11][CH:12]=2)[S:19][C:5]=1[C:3]([OH:4])=[O:2])([OH:24])=[O:23]. The yield is 0.720. (6) The reactants are [F:1][C:2]1[CH:3]=[CH:4][C:5]2[N:10]([CH2:11][CH2:12][CH2:13][NH:14][C:15]3[CH:20]=[CH:19][C:18]([CH2:21][C@H:22]([O:28][CH3:29])[C:23]([O:25]CC)=[O:24])=[CH:17][CH:16]=3)[CH2:9][CH2:8][O:7][C:6]=2[CH:30]=1.O.[OH-].[Li+]. The catalyst is CO.C1COCC1.O. The product is [F:1][C:2]1[CH:3]=[CH:4][C:5]2[N:10]([CH2:11][CH2:12][CH2:13][NH:14][C:15]3[CH:20]=[CH:19][C:18]([CH2:21][C@H:22]([O:28][CH3:29])[C:23]([OH:25])=[O:24])=[CH:17][CH:16]=3)[CH2:9][CH2:8][O:7][C:6]=2[CH:30]=1. The yield is 0.700.